This data is from Catalyst prediction with 721,799 reactions and 888 catalyst types from USPTO. The task is: Predict which catalyst facilitates the given reaction. (1) Reactant: Br[CH2:2][C:3]1[CH:8]=[CH:7][CH:6]=[CH:5][CH:4]=1.C(=O)([O-])[O-].[K+].[K+].[Br:15][C:16]1[C:26]([OH:27])=[CH:25][C:19]([C:20]([O:22][CH2:23][CH3:24])=[O:21])=[CH:18][C:17]=1[O:28][CH2:29][CH3:30].CN(C=O)C. Product: [CH2:2]([O:27][C:26]1[CH:25]=[C:19]([CH:18]=[C:17]([O:28][CH2:29][CH3:30])[C:16]=1[Br:15])[C:20]([O:22][CH2:23][CH3:24])=[O:21])[C:3]1[CH:8]=[CH:7][CH:6]=[CH:5][CH:4]=1. The catalyst class is: 84. (2) Reactant: [CH3:1][C:2]([C:4]1[CH:9]=[CH:8][C:7](F)=[C:6]([N+:11]([O-:13])=[O:12])[CH:5]=1)=[O:3].[C:14]([N:17]1[CH2:22][CH2:21][N:20]([C:23]2[CH:24]=[C:25]([CH:27]=[CH:28][CH:29]=2)[NH2:26])[CH2:19][CH2:18]1)(=[O:16])[CH3:15].O. Product: [C:2]([C:4]1[CH:9]=[CH:8][C:7]([NH:26][C:25]2[CH:27]=[CH:28][CH:29]=[C:23]([N:20]3[CH2:19][CH2:18][N:17]([C:14](=[O:16])[CH3:15])[CH2:22][CH2:21]3)[CH:24]=2)=[C:6]([N+:11]([O-:13])=[O:12])[CH:5]=1)(=[O:3])[CH3:1]. The catalyst class is: 37. (3) Reactant: FC(F)(F)S(O[C:7]1[CH:16]=[CH:15][C:10]([C:11]([O:13][CH3:14])=[O:12])=[CH:9][CH:8]=1)(=O)=O.[CH3:19][O:20][C:21]([N:23]1[CH2:27][CH:26]=[CH:25][CH2:24]1)=[O:22].[Cl-].[Li+].O1C=CC=C1P(C1OC=CC=1)C1OC=CC=1.C(N(C(C)C)CC)(C)C. Product: [CH3:19][O:20][C:21]([N:23]1[CH2:27][CH2:26][CH:25]([C:7]2[CH:16]=[CH:15][C:10]([C:11]([O:13][CH3:14])=[O:12])=[CH:9][CH:8]=2)[CH2:24]1)=[O:22]. The catalyst class is: 613. (4) Reactant: C(N(CC)CC)C.[C:8]([OH:12])(=O)[CH2:9][CH3:10].Cl.C(N=C=NCCCN(C)C)C.ON1C2C=CC=CC=2N=N1.[CH3:35][C:36]1[C:44]([O:45][C@@H:46]2[CH2:51][CH2:50][C@H:49]([NH2:52])[CH2:48][CH2:47]2)=[CH:43][C:42]([CH3:53])=[C:41]2[C:37]=1[CH:38]=[N:39][NH:40]2. Product: [CH3:35][C:36]1[C:44]([O:45][C@@H:46]2[CH2:51][CH2:50][C@H:49]([NH:52][C:8](=[O:12])[CH2:9][CH3:10])[CH2:48][CH2:47]2)=[CH:43][C:42]([CH3:53])=[C:41]2[C:37]=1[CH:38]=[N:39][NH:40]2. The catalyst class is: 9. (5) Reactant: [CH2:1]([N:3]([CH2:11][CH3:12])[C:4]([C:6]1[CH:10]=[CH:9][O:8][CH:7]=1)=[O:5])[CH3:2].[C:13]1(B2OCC(C)(C)CO2)[CH:18]=[CH:17][CH:16]=[CH:15][CH:14]=1. Product: [CH2:11]([N:3]([CH2:1][CH3:2])[C:4]([C:6]1[CH:10]=[CH:9][O:8][C:7]=1[C:13]1[CH:18]=[CH:17][CH:16]=[CH:15][CH:14]=1)=[O:5])[CH3:12]. The catalyst class is: 11. (6) Reactant: [F:1][C:2]([F:11])([C:7]([F:10])([F:9])[F:8])[CH2:3][CH2:4][CH2:5][OH:6].C(N(CC)CC)C.[CH3:19][S:20](Cl)(=[O:22])=[O:21]. Product: [CH3:19][S:20]([O:6][CH2:5][CH2:4][CH2:3][C:2]([F:11])([F:1])[C:7]([F:8])([F:9])[F:10])(=[O:22])=[O:21]. The catalyst class is: 4. (7) Reactant: [NH2:1][C:2]1[CH:20]=[CH:19][C:5]2[C:6]3[C:14]([O:15][CH:16]([F:18])[F:17])=[CH:13][CH:12]=[CH:11][C:7]=3[O:8][C:9](=[O:10])[C:4]=2[CH:3]=1.[Br-:21].[Br-].[Br-].[NH+]1C=CC=CC=1.[NH+]1C=CC=CC=1.[NH+]1C=CC=CC=1. The catalyst class is: 1. Product: [NH2:1][C:2]1[CH:20]=[CH:19][C:5]2[C:6]3[C:14]([O:15][CH:16]([F:18])[F:17])=[CH:13][CH:12]=[CH:11][C:7]=3[O:8][C:9](=[O:10])[C:4]=2[C:3]=1[Br:21].